From a dataset of Forward reaction prediction with 1.9M reactions from USPTO patents (1976-2016). Predict the product of the given reaction. (1) Given the reactants FC(F)(F)C([N:5]1[CH2:11][CH:10]([CH2:12][CH3:13])[C:9]2[CH:14]=[C:15]([Br:20])[C:16]([O:18][CH3:19])=[CH:17][C:8]=2[CH2:7][CH2:6]1)=O.[OH-].[Na+], predict the reaction product. The product is: [Br:20][C:15]1[C:16]([O:18][CH3:19])=[CH:17][C:8]2[CH2:7][CH2:6][NH:5][CH2:11][CH:10]([CH2:12][CH3:13])[C:9]=2[CH:14]=1. (2) Given the reactants [CH3:1][S:2]([NH:5][C:6]1[CH:14]=[C:13]([C:15]([O:17][CH3:18])=[O:16])[CH:12]=[C:11]2[C:7]=1[CH:8]=[CH:9][NH:10]2)(=[O:4])=[O:3].[C:19](=O)([O-])[O-].[K+].[K+].IC, predict the reaction product. The product is: [CH3:19][N:5]([S:2]([CH3:1])(=[O:3])=[O:4])[C:6]1[CH:14]=[C:13]([C:15]([O:17][CH3:18])=[O:16])[CH:12]=[C:11]2[C:7]=1[CH:8]=[CH:9][NH:10]2. (3) Given the reactants [CH3:1][C:2]1([CH3:30])[CH2:7][CH2:6][N:5]([C:8]2[N:13]3[CH:14]=[C:15]([C:17]([O:19][CH2:20][CH3:21])=[O:18])[N:16]=[C:12]3[CH:11]=[C:10]([CH3:22])[C:9]=2[C:23]([O:25]C(C)(C)C)=[O:24])[CH2:4][CH2:3]1, predict the reaction product. The product is: [CH3:30][C:2]1([CH3:1])[CH2:7][CH2:6][N:5]([C:8]2[N:13]3[CH:14]=[C:15]([C:17]([O:19][CH2:20][CH3:21])=[O:18])[N:16]=[C:12]3[CH:11]=[C:10]([CH3:22])[C:9]=2[C:23]([OH:25])=[O:24])[CH2:4][CH2:3]1. (4) Given the reactants [O:1]=[C:2]1[CH2:10][C:9]2[C:4](=[CH:5][C:6]([C:11]([C:13]3[CH:18]=[CH:17][C:16]([NH:19][C:20]([C:22]4[N:23]([C:28]([CH3:31])([CH3:30])[CH3:29])[N:24]=[C:25]([CH3:27])[CH:26]=4)=[O:21])=[CH:15][CH:14]=3)=[O:12])=[CH:7][CH:8]=2)[NH:3]1.[CH:32](OCC)=[O:33].[O-]CC.[Na+].Cl, predict the reaction product. The product is: [OH:33][CH:32]=[C:10]1[C:9]2[C:4](=[CH:5][C:6]([C:11]([C:13]3[CH:18]=[CH:17][C:16]([NH:19][C:20]([C:22]4[N:23]([C:28]([CH3:31])([CH3:30])[CH3:29])[N:24]=[C:25]([CH3:27])[CH:26]=4)=[O:21])=[CH:15][CH:14]=3)=[O:12])=[CH:7][CH:8]=2)[NH:3][C:2]1=[O:1]. (5) Given the reactants [Cl:1][C:2]1[CH:7]=[C:6]([C:8]2[CH:9]=[N:10][CH:11]=[CH:12][CH:13]=2)[CH:5]=[CH:4][C:3]=1[C:14]1[S:18][C:17]([NH2:19])=[N:16][CH:15]=1.[Br:20][C:21]1[O:25][C:24]([C:26](O)=[O:27])=[CH:23][CH:22]=1.CCN(C(C)C)C(C)C, predict the reaction product. The product is: [Cl:1][C:2]1[CH:7]=[C:6]([C:8]2[CH:9]=[N:10][CH:11]=[CH:12][CH:13]=2)[CH:5]=[CH:4][C:3]=1[C:14]1[S:18][C:17]([NH:19][C:26]([C:24]2[O:25][C:21]([Br:20])=[CH:22][CH:23]=2)=[O:27])=[N:16][CH:15]=1. (6) Given the reactants [NH2:1][CH2:2][C@H:3]1[N:8]([C:9]([C:11]2[N:12]=[C:13]([CH3:23])[S:14][C:15]=2[C:16]2[CH:17]=[C:18]([CH3:22])[CH:19]=[CH:20][CH:21]=2)=[O:10])[CH2:7][C@H:6]2[C@@H:4]1[CH2:5]2.[CH3:24][C:25]1[S:29][C:28]2=[N:30][C:31]([CH3:36])=[C:32]([C:33](O)=[O:34])[N:27]2[C:26]=1[CH3:37], predict the reaction product. The product is: [CH3:23][C:13]1[S:14][C:15]([C:16]2[CH:17]=[C:18]([CH3:22])[CH:19]=[CH:20][CH:21]=2)=[C:11]([C:9]([N:8]2[CH2:7][C@H:6]3[C@H:4]([CH2:5]3)[C@H:3]2[CH2:2][NH:1][C:33]([C:32]2[N:27]3[C:28]([S:29][C:25]([CH3:24])=[C:26]3[CH3:37])=[N:30][C:31]=2[CH3:36])=[O:34])=[O:10])[N:12]=1. (7) Given the reactants O[C@H:2]([C:9]1[CH:14]=[CH:13][CH:12]=[C:11]([O:15][CH3:16])[CH:10]=1)[CH2:3][CH2:4][C:5]([O:7]C)=[O:6], predict the reaction product. The product is: [CH3:16][O:15][C:11]1[CH:10]=[C:9]([C@H:2]2[O:7][C:5](=[O:6])[CH2:4][CH2:3]2)[CH:14]=[CH:13][CH:12]=1. (8) Given the reactants [C:1]([Br:5])(Br)(Br)Br.[Cl:6][C:7]1[CH:8]=[C:9](CO)[CH:10]=[N:11][C:12]=1[Cl:13].C1C=CC(P(C2C=CC=CC=2)C2C=CC=CC=2)=CC=1, predict the reaction product. The product is: [Br:5][CH2:1][C:9]1[CH:8]=[C:7]([Cl:6])[C:12]([Cl:13])=[N:11][CH:10]=1.